Dataset: Reaction yield outcomes from USPTO patents with 853,638 reactions. Task: Predict the reaction yield, written as a fraction of the theoretical maximum amount of product (1.0 means a 100% yield; for example, 0.34 means a 34% yield). (1) The reactants are [CH3:1][C:2]1[O:6][N:5]=[C:4]([C:7]2[CH:12]=[CH:11][CH:10]=[CH:9][CH:8]=2)[C:3]=1[C:13]1[N:14]=[CH:15][N:16]([C:18]2[CH:26]=[CH:25][C:21]([C:22]([OH:24])=O)=[CH:20][CH:19]=2)[CH:17]=1.[CH:27]1([NH2:32])[CH2:31][CH2:30][CH2:29][CH2:28]1. No catalyst specified. The product is [CH:27]1([NH:32][C:22](=[O:24])[C:21]2[CH:20]=[CH:19][C:18]([N:16]3[CH:17]=[C:13]([C:3]4[C:4]([C:7]5[CH:8]=[CH:9][CH:10]=[CH:11][CH:12]=5)=[N:5][O:6][C:2]=4[CH3:1])[N:14]=[CH:15]3)=[CH:26][CH:25]=2)[CH2:31][CH2:30][CH2:29][CH2:28]1. The yield is 0.110. (2) The product is [F:1][C:2]1[CH:3]=[C:4](/[CH:28]=[CH:29]/[C:30]([OH:32])=[O:31])[CH:5]=[CH:6][C:7]=1[O:8][C:9]1[C:18]2[C:13](=[CH:14][C:15]([O:19][CH3:20])=[CH:16][CH:17]=2)[CH:12]=[C:11]([CH3:21])[C:10]=1[C:22]1[CH:27]=[CH:26][CH:25]=[CH:24][CH:23]=1. The catalyst is CCO.C1COCC1. The yield is 1.00. The reactants are [F:1][C:2]1[CH:3]=[C:4](/[CH:28]=[CH:29]/[C:30]([O:32]CC)=[O:31])[CH:5]=[CH:6][C:7]=1[O:8][C:9]1[C:18]2[C:13](=[CH:14][C:15]([O:19][CH3:20])=[CH:16][CH:17]=2)[CH:12]=[C:11]([CH3:21])[C:10]=1[C:22]1[CH:27]=[CH:26][CH:25]=[CH:24][CH:23]=1.[OH-].[Na+].Cl. (3) The catalyst is C(#N)C. The reactants are [NH2:1][C:2]1[C:3]([C:20]([NH:22][NH:23][C:24]([C:26]2[CH:40]=[CH:39][C:29]([CH2:30][NH:31][C:32](=[O:38])[O:33][C:34]([CH3:37])([CH3:36])[CH3:35])=[CH:28][CH:27]=2)=[O:25])=O)=[N:4][C:5]([C:8]2[CH:13]=[CH:12][C:11]([S:14]([CH:17]([CH3:19])[CH3:18])(=[O:16])=[O:15])=[CH:10][CH:9]=2)=[CH:6][N:7]=1.CCN(C(C)C)C(C)C.BrP(Br)(C1C=CC=CC=1)(C1C=CC=CC=1)C1C=CC=CC=1. The product is [NH2:1][C:2]1[C:3]([C:20]2[O:25][C:24]([C:26]3[CH:27]=[CH:28][C:29]([CH2:30][NH:31][C:32](=[O:38])[O:33][C:34]([CH3:35])([CH3:37])[CH3:36])=[CH:39][CH:40]=3)=[N:23][N:22]=2)=[N:4][C:5]([C:8]2[CH:9]=[CH:10][C:11]([S:14]([CH:17]([CH3:19])[CH3:18])(=[O:16])=[O:15])=[CH:12][CH:13]=2)=[CH:6][N:7]=1. The yield is 0.300. (4) The reactants are [Br:1][CH2:2][CH2:3][CH2:4][N:5]1[C:14]2[C:15]3[CH:16]=[CH:17][C:18]([O:23][CH3:24])=[CH:19][C:20]=3[C:21](=[O:22])[C:13]=2[C:12]2[C:7](=[CH:8][C:9]([N+:25]([O-])=O)=[CH:10][CH:11]=2)[C:6]1=[O:28].CO.C(OCC)(=O)C. The catalyst is O1CCCC1. The product is [NH2:25][C:9]1[CH:8]=[C:7]2[C:12]([C:13]3[C:21](=[O:22])[C:20]4[CH:19]=[C:18]([O:23][CH3:24])[CH:17]=[CH:16][C:15]=4[C:14]=3[N:5]([CH2:4][CH2:3][CH2:2][Br:1])[C:6]2=[O:28])=[CH:11][CH:10]=1. The yield is 0.590. (5) The reactants are [F:1][C:2]1[C:10]2[C:5](=[C:6]([N:11]([CH3:20])[S:12]([C:15]3[S:16][CH:17]=[CH:18][CH:19]=3)(=[O:14])=[O:13])[CH:7]=[CH:8][CH:9]=2)[NH:4][C:3]=1[C:21]1[S:22][CH:23]([CH2:26][C:27]([O:29]CC)=[O:28])[CH2:24][N:25]=1.[OH-].[Na+].Cl. The catalyst is O1CCCC1.C(O)C. The product is [F:1][C:2]1[C:10]2[C:5](=[C:6]([N:11]([CH3:20])[S:12]([C:15]3[S:16][CH:17]=[CH:18][CH:19]=3)(=[O:13])=[O:14])[CH:7]=[CH:8][CH:9]=2)[NH:4][C:3]=1[C:21]1[S:22][CH:23]([CH2:26][C:27]([OH:29])=[O:28])[CH2:24][N:25]=1. The yield is 0.850. (6) The reactants are [Cl:1][C:2]1[CH:3]=[C:4]([CH:16]=[CH:17][CH:18]=1)[CH2:5][C:6]1[O:10][N:9]=[C:8]([C:11]([O:13]CC)=O)[N:7]=1.Cl.[Cl:20][C:21]1[CH:22]=[C:23]2[C:27](=[CH:28][CH:29]=1)[NH:26][CH:25]=[C:24]2[CH2:30][CH2:31][NH2:32].CN(C(ON1N=NC2C=CC=NC1=2)=[N+](C)C)C.F[P-](F)(F)(F)(F)F.C(N(CC)C(C)C)(C)C. The catalyst is C1COCC1.[OH-].[Na+].O.CN(C=O)C. The product is [Cl:20][C:21]1[CH:22]=[C:23]2[C:27](=[CH:28][CH:29]=1)[NH:26][CH:25]=[C:24]2[CH2:30][CH2:31][NH:32][C:11]([C:8]1[N:7]=[C:6]([CH2:5][C:4]2[CH:16]=[CH:17][CH:18]=[C:2]([Cl:1])[CH:3]=2)[O:10][N:9]=1)=[O:13]. The yield is 0.210. (7) The product is [CH:29]1([CH2:28][CH2:27][CH2:26][C@@H:17]([C:15]2[O:14][N:13]=[C:2]([CH:3]3[CH2:8][CH2:7][N:6]([S:9]([CH3:12])(=[O:11])=[O:10])[CH2:5][CH2:4]3)[N:1]=2)[CH2:18][C:19]([O:21][C:22]([CH3:25])([CH3:24])[CH3:23])=[O:20])[CH2:34][CH2:33][CH2:32][CH2:31][CH2:30]1. The yield is 0.360. The reactants are [NH2:1]/[C:2](=[N:13]\[O:14][C:15]([C@H:17]([CH2:26][CH2:27][CH2:28][CH:29]1[CH2:34][CH2:33][CH2:32][CH2:31][CH2:30]1)[CH2:18][C:19]([O:21][C:22]([CH3:25])([CH3:24])[CH3:23])=[O:20])=O)/[CH:3]1[CH2:8][CH2:7][N:6]([S:9]([CH3:12])(=[O:11])=[O:10])[CH2:5][CH2:4]1.N1C=CC=CC=1. The catalyst is C1(C)C=CC=CC=1.CCOC(C)=O.[Cl-].[Cl-].[Zn+2]. (8) The product is [ClH:1].[ClH:24].[F:12][C:9]1[CH:10]=[C:11]2[C:6](=[CH:7][C:8]=1[F:13])[NH:5][C:4]1[N:14]([C:18]3[CH:23]=[CH:22][N:21]=[CH:20][CH:19]=3)[N:15]=[C:16]([CH3:17])[C:3]=1[C:2]2=[O:27]. No catalyst specified. The yield is 0.550. The reactants are [Cl:1][C:2]1[C:11]2[C:6](=[CH:7][C:8]([F:13])=[C:9]([F:12])[CH:10]=2)[N:5]=[C:4]2[N:14]([C:18]3[CH:23]=[CH:22][N:21]=[CH:20][CH:19]=3)[N:15]=[C:16]([CH3:17])[C:3]=12.[ClH:24].C([OH:27])C.